Dataset: Full USPTO retrosynthesis dataset with 1.9M reactions from patents (1976-2016). Task: Predict the reactants needed to synthesize the given product. Given the product [Cl:1][C:2]1[CH:3]=[C:4]([CH3:22])[C:5]([N:8]([CH2:24][C:25]2[CH:30]=[CH:29][C:28]([O:31][C:32]([F:33])([F:34])[F:35])=[CH:27][CH:26]=2)[S:9]([C:12]2[CH:13]=[CH:14][C:15]([C:16]([O:18][CH3:19])=[O:17])=[CH:20][CH:21]=2)(=[O:11])=[O:10])=[N:6][CH:7]=1, predict the reactants needed to synthesize it. The reactants are: [Cl:1][C:2]1[CH:3]=[C:4]([CH3:22])[C:5]([NH:8][S:9]([C:12]2[CH:21]=[CH:20][C:15]([C:16]([O:18][CH3:19])=[O:17])=[CH:14][CH:13]=2)(=[O:11])=[O:10])=[N:6][CH:7]=1.Br[CH2:24][C:25]1[CH:30]=[CH:29][C:28]([O:31][C:32]([F:35])([F:34])[F:33])=[CH:27][CH:26]=1.